This data is from Catalyst prediction with 721,799 reactions and 888 catalyst types from USPTO. The task is: Predict which catalyst facilitates the given reaction. (1) Reactant: [C:1]([O:5][C:6]([N:8]1[CH2:13][CH2:12][CH:11]([O:14][C:15]2[C:20]([CH3:21])=[CH:19][C:18]([N+:22]([O-])=O)=[CH:17][C:16]=2[C:25](=[O:27])[NH2:26])[CH2:10][CH2:9]1)=[O:7])([CH3:4])([CH3:3])[CH3:2]. Product: [C:1]([O:5][C:6]([N:8]1[CH2:9][CH2:10][CH:11]([O:14][C:15]2[C:20]([CH3:21])=[CH:19][C:18]([NH2:22])=[CH:17][C:16]=2[C:25](=[O:27])[NH2:26])[CH2:12][CH2:13]1)=[O:7])([CH3:4])([CH3:2])[CH3:3]. The catalyst class is: 19. (2) Reactant: C1CCC(N=C=NC2CCCCC2)CC1.[C:16]([OH:20])(=O)[C:17]#[CH:18].[Cl:21][C:22]1[CH:27]=[CH:26][C:25]([C:28]2[CH:33]=[CH:32][C:31]([NH2:34])=[CH:30][CH:29]=2)=[CH:24][CH:23]=1. Product: [Cl:21][C:22]1[CH:23]=[CH:24][C:25]([C:28]2[CH:33]=[CH:32][C:31]([NH:34][C:16](=[O:20])[C:17]#[CH:18])=[CH:30][CH:29]=2)=[CH:26][CH:27]=1. The catalyst class is: 4. (3) Reactant: [ClH:1].C(OCC)C.[CH2:7]([O:10][C:11]1[C:19]([O:20][C@@H:21]2[CH2:26][CH2:25][CH2:24][C@H:23]([NH2:27])[CH2:22]2)=[CH:18][CH:17]=[C:16]2[C:12]=1[CH:13]=[N:14][NH:15]2)[CH2:8][CH3:9]. Product: [ClH:1].[CH2:7]([O:10][C:11]1[C:19]([O:20][C@@H:21]2[CH2:26][CH2:25][CH2:24][C@H:23]([NH2:27])[CH2:22]2)=[CH:18][CH:17]=[C:16]2[C:12]=1[CH:13]=[N:14][NH:15]2)[CH2:8][CH3:9]. The catalyst class is: 5. (4) Reactant: [Cl:1][C:2]1[CH:3]=[CH:4][C:5]2[N:6]([C:8]([CH:11]([C:13]3[CH:14]=[C:15]4[C:19](=[CH:20][C:21]=3[F:22])[N:18]([CH3:23])[N:17]=[CH:16]4)O)=[CH:9][N:10]=2)[N:7]=1.[I-].O[PH2]=O.[OH-].[Na+]. Product: [Cl:1][C:2]1[CH:3]=[CH:4][C:5]2[N:6]([C:8]([CH2:11][C:13]3[CH:14]=[C:15]4[C:19](=[CH:20][C:21]=3[F:22])[N:18]([CH3:23])[N:17]=[CH:16]4)=[CH:9][N:10]=2)[N:7]=1. The catalyst class is: 15.